From a dataset of Retrosynthesis with 50K atom-mapped reactions and 10 reaction types from USPTO. Predict the reactants needed to synthesize the given product. Given the product COc1cc2c(Nc3cc(NC(=O)c4ccnc(N5CCOCC5)c4)ccc3C)ncnc2cc1OCC1CCCN(C)C1, predict the reactants needed to synthesize it. The reactants are: COc1cc2c(Cl)ncnc2cc1OCC1CCCN(C)C1.Cc1ccc(NC(=O)c2ccnc(N3CCOCC3)c2)cc1N.